Dataset: Catalyst prediction with 721,799 reactions and 888 catalyst types from USPTO. Task: Predict which catalyst facilitates the given reaction. (1) Reactant: Br[C:2]1[N:7]=[C:6]([C:8]([O:10]C)=[O:9])[CH:5]=[CH:4][CH:3]=1.[F:12][C:13]1[CH:18]=[CH:17][C:16]([C:19](=[O:24])[NH:20][CH:21]([CH3:23])[CH3:22])=[CH:15][C:14]=1B(O)O. Product: [F:12][C:13]1[CH:14]=[CH:15][C:16]([C:19](=[O:24])[NH:20][CH:21]([CH3:22])[CH3:23])=[CH:17][C:18]=1[C:2]1[N:7]=[C:6]([C:8]([OH:10])=[O:9])[CH:5]=[CH:4][CH:3]=1. The catalyst class is: 462. (2) Reactant: [F:1][CH:2]([F:32])[C:3]1[C:4]([C:26]2[CH:27]=[N:28][N:29]([CH3:31])[CH:30]=2)=[CH:5][C:6]([F:25])=[C:7]([NH:9][C:10]2[C:14]3[CH2:15][NH:16][CH2:17][CH2:18][C:13]=3[N:12]([CH:19]3[CH2:24][CH2:23][O:22][CH2:21][CH2:20]3)[N:11]=2)[CH:8]=1.C[Si]([N:37]=[C:38]=[O:39])(C)C. Product: [F:32][CH:2]([F:1])[C:3]1[C:4]([C:26]2[CH:27]=[N:28][N:29]([CH3:31])[CH:30]=2)=[CH:5][C:6]([F:25])=[C:7]([CH:8]=1)[NH:9][C:10]1[C:14]2[CH2:15][N:16]([C:38]([NH2:37])=[O:39])[CH2:17][CH2:18][C:13]=2[N:12]([CH:19]2[CH2:20][CH2:21][O:22][CH2:23][CH2:24]2)[N:11]=1. The catalyst class is: 2. (3) Reactant: C([O:3][C:4]([C:6]1[C:14]2[C:9](=[N:10][C:11]([NH:15][C:16](=[O:24])[C:17]3[CH:22]=[CH:21][C:20]([CH3:23])=[CH:19][CH:18]=3)=[CH:12][CH:13]=2)[N:8]([C:25]([CH3:28])([CH3:27])[CH3:26])[CH:7]=1)=[O:5])C.[OH-].[Na+]. The catalyst class is: 653. Product: [C:25]([N:8]1[C:9]2=[N:10][C:11]([NH:15][C:16](=[O:24])[C:17]3[CH:22]=[CH:21][C:20]([CH3:23])=[CH:19][CH:18]=3)=[CH:12][CH:13]=[C:14]2[C:6]([C:4]([OH:5])=[O:3])=[CH:7]1)([CH3:28])([CH3:26])[CH3:27]. (4) Reactant: [CH3:1][C:2]([CH3:9])([CH:7]=O)[C:3]([O:5][CH3:6])=[O:4].[N:10]1([C:16]([O:18][C:19]([CH3:22])([CH3:21])[CH3:20])=[O:17])[CH2:15][CH2:14][NH:13][CH2:12][CH2:11]1.C(O)(=O)C.C(O[BH-](OC(=O)C)OC(=O)C)(=O)C.[Na+]. Product: [CH3:6][O:5][C:3](=[O:4])[C:2]([CH3:1])([CH3:9])[CH2:7][N:13]1[CH2:12][CH2:11][N:10]([C:16]([O:18][C:19]([CH3:22])([CH3:21])[CH3:20])=[O:17])[CH2:15][CH2:14]1. The catalyst class is: 2. (5) Reactant: [N+:1]([C:4]1[CH:9]=[CH:8][C:7]([CH2:10][CH2:11][N:12]2[C:20]3[N:19]=[C:18]([CH2:21][C:22]4[CH:23]=[N:24][CH:25]=[CH:26][CH:27]=4)[NH:17][C:16]=3[C:15](=[O:28])[N:14]([CH2:29][CH2:30][CH3:31])[C:13]2=[O:32])=[CH:6][CH:5]=1)([O-])=O.O.NN.[H][H]. Product: [NH2:1][C:4]1[CH:5]=[CH:6][C:7]([CH2:10][CH2:11][N:12]2[C:20]3[N:19]=[C:18]([CH2:21][C:22]4[CH:23]=[N:24][CH:25]=[CH:26][CH:27]=4)[NH:17][C:16]=3[C:15](=[O:28])[N:14]([CH2:29][CH2:30][CH3:31])[C:13]2=[O:32])=[CH:8][CH:9]=1. The catalyst class is: 45.